From a dataset of NCI-60 drug combinations with 297,098 pairs across 59 cell lines. Regression. Given two drug SMILES strings and cell line genomic features, predict the synergy score measuring deviation from expected non-interaction effect. Drug 1: CC(C)(C1=NC(=CC=C1)N2C3=NC(=NC=C3C(=O)N2CC=C)NC4=CC=C(C=C4)N5CCN(CC5)C)O. Drug 2: CC1=C(C(=CC=C1)Cl)NC(=O)C2=CN=C(S2)NC3=CC(=NC(=N3)C)N4CCN(CC4)CCO. Cell line: T-47D. Synergy scores: CSS=19.7, Synergy_ZIP=0.546, Synergy_Bliss=1.35, Synergy_Loewe=6.18, Synergy_HSA=7.42.